From a dataset of Full USPTO retrosynthesis dataset with 1.9M reactions from patents (1976-2016). Predict the reactants needed to synthesize the given product. (1) Given the product [Br:22][C:2]1[O:1][C:13]2[C:12]3[CH:11]=[CH:10][CH:9]=[N:8][C:7]=3[NH:6][C:5](=[O:14])[C:4]=2[CH:3]=1, predict the reactants needed to synthesize it. The reactants are: [O:1]1[C:13]2[C:12]3[CH:11]=[CH:10][CH:9]=[N:8][C:7]=3[NH:6][C:5](=[O:14])[C:4]=2[CH:3]=[CH:2]1.C1C(=O)N([Br:22])C(=O)C1.CN(C=O)C. (2) Given the product [NH2:32][C:28]1[N:27]=[C:26]([S:23]([NH:22][C:20]([C:3]2[CH:4]=[N:5][C:6]([C:8]3[CH:13]=[C:12]([O:14][CH2:15][CH:16]([CH3:17])[CH3:18])[CH:11]=[C:10]([F:19])[CH:9]=3)=[CH:7][C:2]=2[Cl:1])=[O:21])(=[O:25])=[O:24])[CH:31]=[CH:30][CH:29]=1, predict the reactants needed to synthesize it. The reactants are: [Cl:1][C:2]1[CH:7]=[C:6]([C:8]2[CH:13]=[C:12]([O:14][CH2:15][CH:16]([CH3:18])[CH3:17])[CH:11]=[C:10]([F:19])[CH:9]=2)[N:5]=[CH:4][C:3]=1[C:20]([NH:22][S:23]([C:26]1[CH:31]=[CH:30][CH:29]=[C:28]([N+:32]([O-])=O)[N:27]=1)(=[O:25])=[O:24])=[O:21].Cl. (3) Given the product [CH:15]1([NH:10][CH:11]2[CH2:12][CH2:13][CH2:14][CH2:57][CH2:56]2)[CH2:16][CH2:17][CH2:18][CH2:21][CH2:20]1, predict the reactants needed to synthesize it. The reactants are: P(=O)(O)(O)O.C([N:10]([CH2:15][CH2:16][CH2:17][CH3:18])[CH2:11][CH2:12][CH2:13][CH3:14])CCC.Cl[C:20]1C=CC(C([C@@]2(O)[C@](C(=O)C3C=CC(Cl)=CC=3)(O)[C@@H](COC(=O)C3C=CC(Cl)=CC=3)O[C@@H]2Cl)=O)=C[CH:21]=1.[CH2:56](C(C)=O)[CH:57](C)C. (4) The reactants are: [Cl:1][C:2]1[CH:9]=[CH:8][C:5](C=O)=[C:4]([O:10][C:11]2[C:16]([O:17][CH3:18])=[CH:15][CH:14]=[CH:13][C:12]=2[F:19])[CH:3]=1.[OH:20]P([O-])(O)=O.[K+].ClC1C=C(C=CC=1)C(OO)=O. Given the product [Cl:1][C:2]1[CH:9]=[CH:8][C:5]([OH:20])=[C:4]([O:10][C:11]2[C:16]([O:17][CH3:18])=[CH:15][CH:14]=[CH:13][C:12]=2[F:19])[CH:3]=1, predict the reactants needed to synthesize it. (5) Given the product [Br:1][C:2]1[CH:3]=[C:4]([CH:8]=[CH:9][CH:10]=1)[C:5]([NH:14][CH:11]([CH3:13])[CH3:12])=[O:6], predict the reactants needed to synthesize it. The reactants are: [Br:1][C:2]1[CH:3]=[C:4]([CH:8]=[CH:9][CH:10]=1)[C:5](Cl)=[O:6].[CH:11]([NH2:14])([CH3:13])[CH3:12]. (6) Given the product [C:9]([Si:6]([CH3:8])([CH3:7])[O:5][CH2:4][C:3]([CH2:2][O:23][C:20]1[CH:21]=[CH:22][C:17]([O:16][C:15]([F:14])([F:24])[F:25])=[CH:18][CH:19]=1)=[CH2:13])([CH3:12])([CH3:11])[CH3:10], predict the reactants needed to synthesize it. The reactants are: I[CH2:2][C:3](=[CH2:13])[CH2:4][O:5][Si:6]([C:9]([CH3:12])([CH3:11])[CH3:10])([CH3:8])[CH3:7].[F:14][C:15]([F:25])([F:24])[O:16][C:17]1[CH:22]=[CH:21][C:20]([OH:23])=[CH:19][CH:18]=1.C([O-])([O-])=O.[K+].[K+].